This data is from Full USPTO retrosynthesis dataset with 1.9M reactions from patents (1976-2016). The task is: Predict the reactants needed to synthesize the given product. Given the product [CH3:17][O:16][C:14]1[CH:15]=[C:10]([C:7]2[S:6][C:5]3=[N:4][CH:3]=[C:2]([C:26]4[CH:27]=[C:28]([C:33]([F:36])([F:35])[F:34])[C:29]([NH2:32])=[N:30][CH:31]=4)[N:9]3[N:8]=2)[CH:11]=[N:12][CH:13]=1, predict the reactants needed to synthesize it. The reactants are: I[C:2]1[N:9]2[C:5]([S:6][C:7]([C:10]3[CH:11]=[N:12][CH:13]=[C:14]([O:16][CH3:17])[CH:15]=3)=[N:8]2)=[N:4][CH:3]=1.CC1(C)C(C)(C)OB([C:26]2[CH:27]=[C:28]([C:33]([F:36])([F:35])[F:34])[C:29]([NH2:32])=[N:30][CH:31]=2)O1.C([O-])([O-])=O.[K+].[K+].